This data is from Forward reaction prediction with 1.9M reactions from USPTO patents (1976-2016). The task is: Predict the product of the given reaction. (1) Given the reactants [C:1]([O:5][C:6]([N:8]1[CH2:13][CH2:12][CH:11]([NH:14][C:15]2[C:20]([NH2:21])=[CH:19][N:18]=[C:17]3[N:22]([S:25]([C:28]4[CH:33]=[CH:32][CH:31]=[CH:30][CH:29]=4)(=[O:27])=[O:26])[CH:23]=[CH:24][C:16]=23)[CH2:10][CH2:9]1)=[O:7])([CH3:4])([CH3:3])[CH3:2].[CH2:34]([O:41][C:42]([NH:44][CH2:45][C:46]([F:51])([F:50])[C:47](O)=[O:48])=[O:43])[C:35]1[CH:40]=[CH:39][CH:38]=[CH:37][CH:36]=1.C(N(C(C)C)CC)(C)C.CN(C(ON1N=NC2C=CC=NC1=2)=[N+](C)C)C.F[P-](F)(F)(F)(F)F, predict the reaction product. The product is: [NH3:8].[C:1]([O:5][C:6]([N:8]1[CH2:9][CH2:10][CH:11]([NH:14][C:15]2[C:20]([NH:21][C:47](=[O:48])[C:46]([F:51])([F:50])[CH2:45][NH:44][C:42]([O:41][CH2:34][C:35]3[CH:40]=[CH:39][CH:38]=[CH:37][CH:36]=3)=[O:43])=[CH:19][N:18]=[C:17]3[N:22]([S:25]([C:28]4[CH:33]=[CH:32][CH:31]=[CH:30][CH:29]=4)(=[O:26])=[O:27])[CH:23]=[CH:24][C:16]=23)[CH2:12][CH2:13]1)=[O:7])([CH3:4])([CH3:2])[CH3:3]. (2) Given the reactants Br[C:2]1[N:7]=[C:6]([NH:8]C(C2ON=C(C(C)(C)C)C=2)=O)[C:5]([N+:20]([O-:22])=[O:21])=[CH:4][CH:3]=1.[F:23][C:24]([F:35])([F:34])[C:25]1[CH:30]=[CH:29][CH:28]=[CH:27][C:26]=1B(O)O.C(=O)([O-])[O-].[Cs+].[Cs+].C(Cl)Cl, predict the reaction product. The product is: [F:23][C:24]([F:35])([F:34])[C:25]1[CH:30]=[CH:29][CH:28]=[CH:27][C:26]=1[C:2]1[N:7]=[C:6]([NH2:8])[C:5]([N+:20]([O-:22])=[O:21])=[CH:4][CH:3]=1. (3) Given the reactants [F:1][C:2]([F:7])([F:6])[C:3]([OH:5])=[O:4].[NH2:8][C:9]1[CH:14]=[C:13]([C:15]2[NH:23][C:18]3=[N:19][CH:20]=[CH:21][N:22]=[C:17]3[C:16]=2[C:24]2[CH:29]=[CH:28][C:27]([F:30])=[CH:26][CH:25]=2)[CH:12]=[CH:11][N:10]=1.N1C=CC=CC=1.[C:37](Cl)(=[O:39])[CH3:38], predict the reaction product. The product is: [F:1][C:2]([F:7])([F:6])[C:3]([OH:5])=[O:4].[C:37]([NH:8][C:9]1[CH:14]=[C:13]([C:15]2[NH:23][C:18]3=[N:19][CH:20]=[CH:21][N:22]=[C:17]3[C:16]=2[C:24]2[CH:29]=[CH:28][C:27]([F:30])=[CH:26][CH:25]=2)[CH:12]=[CH:11][N:10]=1)(=[O:39])[CH3:38].